This data is from Forward reaction prediction with 1.9M reactions from USPTO patents (1976-2016). The task is: Predict the product of the given reaction. (1) Given the reactants [O:1]1[C:5]2([CH2:10][CH2:9][C:8](=[N:11][CH2:12][C:13]3[CH:18]=[CH:17][C:16]([O:19][CH3:20])=[CH:15][CH:14]=3)[CH2:7][CH2:6]2)[O:4][CH2:3][CH2:2]1.O1CCCC1.[CH2:26]([Mg]Cl)[C:27]1[CH:32]=[CH:31][CH:30]=[CH:29][CH:28]=1.[Cl-].[NH4+], predict the reaction product. The product is: [CH2:26]([C:8]1([NH:11][CH2:12][C:13]2[CH:14]=[CH:15][C:16]([O:19][CH3:20])=[CH:17][CH:18]=2)[CH2:9][CH2:10][C:5]2([O:4][CH2:3][CH2:2][O:1]2)[CH2:6][CH2:7]1)[C:27]1[CH:32]=[CH:31][CH:30]=[CH:29][CH:28]=1. (2) Given the reactants [CH3:1][O:2][C:3]1[CH:28]=[CH:27][C:6]([CH2:7][N:8]2[CH:21]=[C:20]([Si](C)(C)C)[C:11]3[C:12]4[C:13]([NH:19][C:10]=3[C:9]2=[O:26])=[N:14][CH:15]=[C:16]([CH3:18])[CH:17]=4)=[CH:5][CH:4]=1.[I:29]I, predict the reaction product. The product is: [I:29][C:20]1[C:11]2[C:12]3[C:13]([NH:19][C:10]=2[C:9](=[O:26])[N:8]([CH2:7][C:6]2[CH:27]=[CH:28][C:3]([O:2][CH3:1])=[CH:4][CH:5]=2)[CH:21]=1)=[N:14][CH:15]=[C:16]([CH3:18])[CH:17]=3. (3) The product is: [NH2:29][C:24]1[CH:25]=[CH:26][CH:27]=[CH:28][C:23]=1[NH:22][C:20]([C:18]1[S:19][C:15]([CH2:14][NH:13][C:9]2[N:8]=[C:7]([C:2]3[CH:3]=[CH:4][CH:5]=[CH:6][N:1]=3)[CH:12]=[CH:11][N:10]=2)=[CH:16][CH:17]=1)=[O:21].[C:37]([OH:43])([C:39]([F:42])([F:41])[F:40])=[O:38]. Given the reactants [N:1]1[CH:6]=[CH:5][CH:4]=[CH:3][C:2]=1[C:7]1[CH:12]=[CH:11][N:10]=[C:9]([NH:13][CH2:14][C:15]2[S:19][C:18]([C:20]([NH:22][C:23]3[CH:28]=[CH:27][CH:26]=[CH:25][C:24]=3[NH:29]C(=O)OC(C)(C)C)=[O:21])=[CH:17][CH:16]=2)[N:8]=1.[C:37]([OH:43])([C:39]([F:42])([F:41])[F:40])=[O:38], predict the reaction product.